Dataset: Full USPTO retrosynthesis dataset with 1.9M reactions from patents (1976-2016). Task: Predict the reactants needed to synthesize the given product. (1) The reactants are: [CH3:1][N:2]1[CH:6]=[C:5]([C:7]2[CH:8]=[CH:9][C:10]3[N:11]([C:13]([CH2:16][C:17]4[CH:18]=[CH:19][C:20]5[N:21]([C:23]([C:26](=[O:28])[CH3:27])=[CH:24][N:25]=5)[CH:22]=4)=[CH:14][N:15]=3)[N:12]=2)[CH:4]=[N:3]1.O.[BH4-].[Na+].O1CCOCC1. Given the product [CH3:1][N:2]1[CH:6]=[C:5]([C:7]2[CH:8]=[CH:9][C:10]3[N:11]([C:13]([CH2:16][C:17]4[CH:18]=[CH:19][C:20]5[N:21]([C:23]([CH:26]([OH:28])[CH3:27])=[CH:24][N:25]=5)[CH:22]=4)=[CH:14][N:15]=3)[N:12]=2)[CH:4]=[N:3]1, predict the reactants needed to synthesize it. (2) Given the product [Br:24][CH2:1][C:2]1[S:16][C:5]2=[N:6][CH:7]=[C:8]([C:11]([O:13][CH2:14][CH3:15])=[O:12])[C:9](=[O:10])[N:4]2[CH:3]=1, predict the reactants needed to synthesize it. The reactants are: [CH3:1][C:2]1[S:16][C:5]2=[N:6][CH:7]=[C:8]([C:11]([O:13][CH2:14][CH3:15])=[O:12])[C:9](=[O:10])[N:4]2[CH:3]=1.C1C(=O)N([Br:24])C(=O)C1. (3) Given the product [CH2:14]([C:10]1[S:9][C:8]([NH2:7])=[N:12][C:11]=1[CH3:13])[CH3:15], predict the reactants needed to synthesize it. The reactants are: C(OC(=O)[NH:7][C:8]1[S:9][C:10]([CH2:14][CH3:15])=[C:11]([CH3:13])[N:12]=1)(C)(C)C.C(O)(C(F)(F)F)=O.C([O-])(O)=O.[Na+]. (4) Given the product [O:28]=[C:20]1[N:19]([CH2:18][O:17][CH2:16][CH2:15][Si:14]([CH3:30])([CH3:29])[CH3:13])[C:23]2=[N:24][CH:25]=[CH:26][CH:27]=[C:22]2[C:21]21[CH2:9][C:8]1=[N:7][C:6]([C:11]#[N:12])=[CH:5][CH:4]=[C:3]1[CH2:2]2, predict the reactants needed to synthesize it. The reactants are: Br[CH2:2][C:3]1[CH:4]=[CH:5][C:6]([C:11]#[N:12])=[N:7][C:8]=1[CH2:9]Br.[CH3:13][Si:14]([CH3:30])([CH3:29])[CH2:15][CH2:16][O:17][CH2:18][N:19]1[C:23]2=[N:24][CH:25]=[CH:26][CH:27]=[C:22]2[CH2:21][C:20]1=[O:28].C(=O)([O-])[O-].[Cs+].[Cs+]. (5) Given the product [C:34]([C:19]1[C:20]2[C:25](=[CH:24][C:23]([P:26](=[O:27])([O:28][CH2:29][CH3:30])[O:31][CH2:32][CH3:33])=[CH:22][CH:21]=2)[N:17]([CH2:16][C:15]([N:10]2[CH2:11][C@H:12]([F:14])[CH2:13][C@H:9]2[C:7](=[O:8])[NH:6][CH2:5][C:4]2[CH:38]=[CH:39][CH:40]=[C:2]([Cl:1])[C:3]=2[F:41])=[O:37])[N:18]=1)(=[O:35])[NH2:45], predict the reactants needed to synthesize it. The reactants are: [Cl:1][C:2]1[C:3]([F:41])=[C:4]([CH:38]=[CH:39][CH:40]=1)[CH2:5][NH:6][C:7]([C@@H:9]1[CH2:13][C@@H:12]([F:14])[CH2:11][N:10]1[C:15](=[O:37])[CH2:16][N:17]1[C:25]2[C:20](=[CH:21][CH:22]=[C:23]([P:26]([O:31][CH2:32][CH3:33])([O:28][CH2:29][CH3:30])=[O:27])[CH:24]=2)[C:19]([C:34](O)=[O:35])=[N:18]1)=[O:8].[NH4+].[Cl-].C[N:45](C(ON1N=NC2C=CC=NC1=2)=[N+](C)C)C.F[P-](F)(F)(F)(F)F.CCN(C(C)C)C(C)C. (6) Given the product [Cl:1][C:2]1[CH:33]=[CH:32][C:5]2[N:6]([C@@H:13]3[CH2:14][CH2:15][C@H:16]([N:19]([CH2:20][C@@H:21]4[CH2:29][C:28]5[C:23](=[CH:24][CH:25]=[C:26]([C:30]#[N:31])[CH:27]=5)[CH2:22]4)[C:41](=[O:43])[CH3:42])[CH2:17][CH2:18]3)[C:7]([C:9]([OH:12])([CH3:11])[CH3:10])=[N:8][C:4]=2[CH:3]=1, predict the reactants needed to synthesize it. The reactants are: [Cl:1][C:2]1[CH:33]=[CH:32][C:5]2[N:6]([C@@H:13]3[CH2:18][CH2:17][C@H:16]([NH:19][CH2:20][C@@H:21]4[CH2:29][C:28]5[C:23](=[CH:24][CH:25]=[C:26]([C:30]#[N:31])[CH:27]=5)[CH2:22]4)[CH2:15][CH2:14]3)[C:7]([C:9]([OH:12])([CH3:11])[CH3:10])=[N:8][C:4]=2[CH:3]=1.C(N(CC)CC)C.[C:41](Cl)(=[O:43])[CH3:42]. (7) Given the product [CH3:1][S:2]([N:5]1[CH2:6][CH2:7][N:8]([CH2:11][C:12]2[CH:20]=[C:19]3[C:15]([CH:16]=[C:17]([C:24]4[C:25](=[O:34])[NH:26][C:27]5[C:32]([CH:33]=4)=[CH:31][CH:30]=[CH:29][CH:28]=5)[NH:18]3)=[CH:14][CH:13]=2)[CH2:9][CH2:10]1)(=[O:3])=[O:4], predict the reactants needed to synthesize it. The reactants are: [CH3:1][S:2]([N:5]1[CH2:10][CH2:9][N:8]([CH2:11][C:12]2[CH:20]=[C:19]3[C:15]([CH:16]=[C:17]([C:24]4[C:25](=[O:34])[NH:26][C:27]5[C:32]([CH:33]=4)=[CH:31][CH:30]=[CH:29][CH:28]=5)[N:18]3C([O-])=O)=[CH:14][CH:13]=2)[CH2:7][CH2:6]1)(=[O:4])=[O:3].O.CSC.C(O)(C(F)(F)F)=O. (8) Given the product [Br:17][C:18]1[C:26]2[N:25]=[C:24]([CH2:27][CH:28]3[CH2:33][CH2:32][CH2:31][CH2:30][N:29]3[C:7]([C:5]3[N:6]=[C:2]([CH3:1])[S:3][C:4]=3[C:10]3[CH:15]=[CH:14][C:13]([F:16])=[CH:12][CH:11]=3)=[O:8])[NH:23][C:22]=2[CH:21]=[CH:20][CH:19]=1, predict the reactants needed to synthesize it. The reactants are: [CH3:1][C:2]1[S:3][C:4]([C:10]2[CH:15]=[CH:14][C:13]([F:16])=[CH:12][CH:11]=2)=[C:5]([C:7](Cl)=[O:8])[N:6]=1.[Br:17][C:18]1[C:26]2[N:25]=[C:24]([CH2:27][CH:28]3[CH2:33][CH2:32][CH2:31][CH2:30][NH:29]3)[NH:23][C:22]=2[CH:21]=[CH:20][CH:19]=1.C(N(CC)CC)C.